From a dataset of Full USPTO retrosynthesis dataset with 1.9M reactions from patents (1976-2016). Predict the reactants needed to synthesize the given product. (1) Given the product [NH2:27][C:13]1[N:14]([CH3:17])[C:15](=[O:16])[C:11]2([C:4]3[C:5](=[CH:6][CH:7]=[C:2]([Br:1])[CH:3]=3)[O:8][CH:9]([C:20]3[CH:25]=[CH:24][CH:23]=[C:22]([Cl:26])[CH:21]=3)[CH2:10]2)[N:12]=1, predict the reactants needed to synthesize it. The reactants are: [Br:1][C:2]1[CH:3]=[C:4]2[C:11]3([C:15](=[O:16])[N:14]([CH3:17])[C:13](SC)=[N:12]3)[CH2:10][CH:9]([C:20]3[CH:25]=[CH:24][CH:23]=[C:22]([Cl:26])[CH:21]=3)[O:8][C:5]2=[CH:6][CH:7]=1.[NH4+:27].[I-].N.CCO. (2) Given the product [CH3:1][S:2][CH2:5][C:6]1[CH:7]=[C:8]([NH:16][C:17](=[O:23])[O:18][C:19]([CH3:22])([CH3:21])[CH3:20])[CH:9]=[C:10]([C:12]([F:15])([F:14])[F:13])[CH:11]=1, predict the reactants needed to synthesize it. The reactants are: [CH3:1][S-:2].[Na+].Cl[CH2:5][C:6]1[CH:7]=[C:8]([NH:16][C:17](=[O:23])[O:18][C:19]([CH3:22])([CH3:21])[CH3:20])[CH:9]=[C:10]([C:12]([F:15])([F:14])[F:13])[CH:11]=1.